Dataset: Forward reaction prediction with 1.9M reactions from USPTO patents (1976-2016). Task: Predict the product of the given reaction. (1) Given the reactants [CH3:1][O:2][C:3](=[O:35])[CH:4]([NH:27]C(OC(C)(C)C)=O)[CH2:5][CH:6]1[CH2:11][CH2:10][N:9]([CH2:12][CH2:13][CH2:14][C:15]2[N:16]=[C:17]([C:21]3[CH:26]=[CH:25][CH:24]=[CH:23][CH:22]=3)[O:18][C:19]=2[CH3:20])[CH2:8][CH2:7]1.[F:36][C:37]([F:42])([F:41])[C:38]([OH:40])=[O:39], predict the reaction product. The product is: [F:36][C:37]([F:42])([F:41])[C:38]([OH:40])=[O:39].[CH3:1][O:2][C:3](=[O:35])[CH:4]([NH2:27])[CH2:5][CH:6]1[CH2:7][CH2:8][N:9]([CH2:12][CH2:13][CH2:14][C:15]2[N:16]=[C:17]([C:21]3[CH:22]=[CH:23][CH:24]=[CH:25][CH:26]=3)[O:18][C:19]=2[CH3:20])[CH2:10][CH2:11]1. (2) Given the reactants [NH:1](C(OC(C)(C)C)=O)[C@H:2]([C:11]([OH:13])=[O:12])[CH2:3][CH2:4][CH2:5][CH2:6][NH:7][C:8]([CH3:10])=[O:9].O=S(Cl)Cl.[CH3:25][CH2:26]O, predict the reaction product. The product is: [C:8]([NH:7][CH2:6][CH2:5][CH2:4][CH2:3][C@@H:2]([NH2:1])[C:11]([O:13][CH2:25][CH3:26])=[O:12])(=[O:9])[CH3:10].